Task: Predict which catalyst facilitates the given reaction.. Dataset: Catalyst prediction with 721,799 reactions and 888 catalyst types from USPTO (1) Reactant: [Cl:1][C:2]1[CH:7]=[C:6]([Cl:8])[CH:5]=[CH:4][C:3]=1[C:9]1[C:10]2[CH2:22][NH:21][CH2:20][CH2:19][C:11]=2[N:12]=[C:13]([S:15]([CH3:18])(=[O:17])=[O:16])[N:14]=1.C(N(CC)CC)C.[C:30](OC(=O)C)(=[O:32])[CH3:31]. Product: [C:30]([N:21]1[CH2:20][CH2:19][C:11]2[N:12]=[C:13]([S:15]([CH3:18])(=[O:17])=[O:16])[N:14]=[C:9]([C:3]3[CH:4]=[CH:5][C:6]([Cl:8])=[CH:7][C:2]=3[Cl:1])[C:10]=2[CH2:22]1)(=[O:32])[CH3:31]. The catalyst class is: 4. (2) Reactant: [C:1]1([CH3:13])[CH:6]=[CH:5][C:4]([C:7]2[CH:12]=[CH:11][CH:10]=[CH:9][N:8]=2)=[CH:3][CH:2]=1.[Cl:14]N1C(=O)CCC1=O. Product: [N:8]1[CH:9]=[CH:10][CH:11]=[CH:12][C:7]=1[C:4]1[CH:5]=[CH:6][C:1]([CH2:13][Cl:14])=[CH:2][CH:3]=1. The catalyst class is: 855. (3) Reactant: [NH:1]1[CH2:11][CH2:10][CH2:9][CH2:8][CH:2]1[C:3]([O:5][CH2:6][CH3:7])=[O:4].[C:12]([O:16][C:17](O[C:17]([O:16][C:12]([CH3:15])([CH3:14])[CH3:13])=[O:18])=[O:18])([CH3:15])([CH3:14])[CH3:13].C(=O)=O. Product: [C:17]([N:1]1[CH2:11][CH2:10][CH2:9][CH2:8][CH:2]1[C:3]([O:5][CH2:6][CH3:7])=[O:4])([O:16][C:12]([CH3:15])([CH3:14])[CH3:13])=[O:18]. The catalyst class is: 8. (4) Reactant: [Br:1][C:2]1[N:7]=[CH:6][C:5]2[C:8](I)=[N:9][N:10]([CH:11]([CH3:13])[CH3:12])[C:4]=2[CH:3]=1.C1(P(C2C=CC=CC=2)C2C3OC4C(=CC=CC=4P(C4C=CC=CC=4)C4C=CC=CC=4)C(C)(C)C=3C=CC=2)C=CC=CC=1.C(=O)([O-])[O-].[Cs+].[Cs+].[O:63]1[CH2:66][CH:65]([NH2:67])[CH2:64]1. Product: [Br:1][C:2]1[N:7]=[CH:6][C:5]2[C:8]([NH:67][CH:65]3[CH2:66][O:63][CH2:64]3)=[N:9][N:10]([CH:11]([CH3:13])[CH3:12])[C:4]=2[CH:3]=1. The catalyst class is: 160. (5) Reactant: [CH3:1][O:2][C:3]1[CH:14]=[C:7]2[C:8]([O:10]C(=O)[NH:12][C:6]2=[CH:5][CH:4]=1)=O.Cl.[CH3:16][O:17][C:18](=[O:25])[C@@H:19]([NH2:24])[CH2:20][CH2:21][CH2:22][CH3:23].C(N(CC)CC)C. Product: [CH3:16][O:17][C:18](=[O:25])[C@@H:19]([NH:24][C:8](=[O:10])[C:7]1[CH:14]=[C:3]([O:2][CH3:1])[CH:4]=[CH:5][C:6]=1[NH2:12])[CH2:20][CH2:21][CH2:22][CH3:23]. The catalyst class is: 31. (6) Reactant: [Cl-].[Cl-].[Cl-].[Al+3].[Br:5][C:6]1[CH:7]=[C:8]2[CH:14]=[CH:13][NH:12][C:9]2=[N:10][CH:11]=1.[F:15][C:16]1[C:24]([NH:25][S:26]([CH2:29][CH2:30][CH3:31])(=[O:28])=[O:27])=[CH:23][CH:22]=[C:21]([F:32])[C:17]=1[C:18](Cl)=[O:19].O. Product: [Br:5][C:6]1[CH:7]=[C:8]2[C:14]([C:18]([C:17]3[C:16]([F:15])=[C:24]([NH:25][S:26]([CH2:29][CH2:30][CH3:31])(=[O:28])=[O:27])[CH:23]=[CH:22][C:21]=3[F:32])=[O:19])=[CH:13][NH:12][C:9]2=[N:10][CH:11]=1. The catalyst class is: 4.